From a dataset of CYP2C9 inhibition data for predicting drug metabolism from PubChem BioAssay. Regression/Classification. Given a drug SMILES string, predict its absorption, distribution, metabolism, or excretion properties. Task type varies by dataset: regression for continuous measurements (e.g., permeability, clearance, half-life) or binary classification for categorical outcomes (e.g., BBB penetration, CYP inhibition). Dataset: cyp2c9_veith. (1) The molecule is CC(=O)OC[C@H]1O[C@@H](O/N=C(\C)CCC(=O)OC[C@@H]2O[C@H](C#Cc3ccccc3)C=C[C@@H]2Oc2ccc(C)cc2)[C@H](OC(C)=O)[C@@H](OC(C)=O)[C@H]1OC(C)=O. The result is 0 (non-inhibitor). (2) The drug is Cc1c(CCO)c(=O)n(-c2ccccc2)n1S(=O)(=O)c1c(Cl)cc(Cl)cc1Cl. The result is 1 (inhibitor). (3) The molecule is Cc1ccc(NC(=O)CN(C)C(=O)CSc2n[nH]c(N)n2)cc1. The result is 0 (non-inhibitor).